From a dataset of Experimentally validated miRNA-target interactions with 360,000+ pairs, plus equal number of negative samples. Binary Classification. Given a miRNA mature sequence and a target amino acid sequence, predict their likelihood of interaction. (1) The miRNA is hsa-miR-1277-5p with sequence AAAUAUAUAUAUAUAUGUACGUAU. The protein sequence of the target gene is MENWSKDITHSYLEQETTGINKSTQPDEQLTMNSEKSMHRKSTELVNEITCENTEWPGQRSTNFQIISSYPDDESVYCTTEKYNVMEHRHNDMHYECMTPCQVTSDSDKEKTIAFLLKELDILRTSNKKLQQKLAKEDKEQRKLKFKLELQEKETEAKIAEKTAALVEEVYFAQKERDEAVMSRLQLAIEERDEAIARAKHMEMSLKVLENINPEENDMTLQELLNRINNADTGIAIQKNGAIIVDRIYKTKECKMRITAEEMSALIEERDAALSKCKRLEQELHHVKEQNQTSANNMRH.... Result: 1 (interaction). (2) The miRNA is rno-miR-190a-5p with sequence UGAUAUGUUUGAUAUAUUAGGU. The protein sequence of the target gene is MSEQSICQARASVMVYDDTSKKWVPIKPGQQGFSRINIYHNTASNTFRVVGVKLQDQQVVINYSIVKGLKYNQATPTFHQWRDARQVYGLNFASKEEATTFSNAMLFALNIMNSQEGGPSSQRQVQNGPSPDEMDIQRRQVMEQHQQQRQESLERRTSATGPILPPGHPSSAASAPVSCSGPPPPPPPPVPPPPTGATPPPPPPLPAGGAQGSSHDESSMSGLAAAIAGAKLRRVQRPEDASGGSSPSGTSKSDANRASSGGGGGGLMEEMNKLLAKRRKAASQSDKPAEKKEDESQMED.... Result: 0 (no interaction). (3) The miRNA is hsa-miR-4776-3p with sequence CUUGCCAUCCUGGUCCACUGCAU. The protein sequence of the target gene is MALTVDVAGPAPWGFRITGGRDFHTPIMVTKVAERGKAKDADLRPGDIIVAINGESAEGMLHAEAQSKIRQSPSPLRLQLDRSQATSPGQTNGDSSLEVLATRFQGSVRTYTESQSSLRSSYSSPTSLSPRAGSPFSPPPSSSSLTGEAAISRSFQSLACSPGLPAADRLSYSGRPGSRQAGLGRAGDSAVLVLPPSPGPRSSRPSMDSEGGSLLLDEDSEVFKMLQENREGRAAPRQSSSFRLLQEALEAEERGGTPAFLPSSLSPQSSLPASRALATPPKLHTCEKCSTSIANQAVRI.... Result: 0 (no interaction). (4) The miRNA is hsa-miR-548bb-3p with sequence CAAAAACCAUAGUUACUUUUGC. The protein sequence of the target gene is MESTAYPLNLSLKEEEEEEEIQSRELEDGPADMQKVRICSEGGWVPALFDEVAIYFSDEEWEVLTEQQKALYREVMRMNYETVLSLEFPFPKPDMITRLEGEEESQNSDEWQLQGGTSAENEESDVKPPDWPNPMNATSQFPQPQHFDSFGLRLPRDITELPEWSEGYPFYMAMGFPGYDLSADDIAGKFQFSRGMRRSYDAGFKLMVVEYAESTNNCQAAKQFGVLEKNVRDWRKVKPQLQNAHAMRRAFRGPKNGRFALVDQRVAEYVRYMQAKGDPITREAMQLKALEIAQEMNIPE.... Result: 1 (interaction). (5) The miRNA is bta-miR-146b with sequence UGAGAACUGAAUUCCAUAGGCUGU. The protein sequence of the target gene is MVWRTLGASNFSTCPNGSVQWIWDVFGECAQDGWDEASVGLGLVSILCFAASTFPQYIKACKTGNMDQALSLWFLLGWIGGDSCNLIGSFLADQLPLQTYTAVYYVLADLMMLTLYFHYKFKKRPSPLSAPINSVLLFILGTVCITPLLSSTDPVAVPREGFRGRTLLSVEPGNKPFTKKEVIGFVIGSASSLLYLLSRLPQIRTNFIRQSTQGISYSLFALVMLGNTLYGLSVLLKNPEVGQSEGSYLLHHLPWLVGSLGVLLLDTIISIQFLVYRSHETAAASEREPLLPS. Result: 0 (no interaction). (6) The protein sequence of the target gene is MHLVAGDSPGSGPHLPATAFIIPASSATLGLPSSALDVSCFPREPIHVGAPEQVAGCEPVSATVLPQLSAGPASSSTSTVRLLEWTEAAAPPPGGGLRFRISEYKPLNMAGVEQPPSPELRQEGVTEYEDGGAPAGDGEAGPQQAEDHPQNPPEDPNQDPPEDDSTCQCQACGPHQAAGPDLGSSNDGCPQLFQERSVIVENSSGSTSASELLKPMKKRKRREYQSPSEEESEPEAMEKQEEGKDPEGQPTASTPESEEWSSSQPATGEKKECWSWESYLEEQKAITAPVSLFQDSQAVT.... The miRNA is hsa-miR-499b-3p with sequence AACAUCACUGCAAGUCUUAACA. Result: 0 (no interaction).